This data is from Forward reaction prediction with 1.9M reactions from USPTO patents (1976-2016). The task is: Predict the product of the given reaction. (1) Given the reactants [CH3:1][O:2][C:3]([C:5]1[S:6][C:7]([CH2:11]Br)=[CH:8][C:9]=1[Cl:10])=[O:4].C([O-])(O)=[O:14].[Na+], predict the reaction product. The product is: [CH3:1][O:2][C:3]([C:5]1[S:6][C:7]([CH2:11][OH:14])=[CH:8][C:9]=1[Cl:10])=[O:4]. (2) Given the reactants C(OC([C@@H]1C[C@H]1CNC(OC(C)(C)C)=O)=O)C.[CH3:18][O:19][C:20]([C@@H:22]1[CH2:25][CH2:24][C@H:23]1[CH:26]([NH:37][C:38]([O:40][C:41]([CH3:44])([CH3:43])[CH3:42])=[O:39])S(C1C=CC(C)=CC=1)(=O)=O)=[O:21].[BH4-].[Na+], predict the reaction product. The product is: [CH3:18][O:19][C:20]([C@@H:22]1[CH2:25][CH2:24][C@H:23]1[CH2:26][NH:37][C:38]([O:40][C:41]([CH3:44])([CH3:43])[CH3:42])=[O:39])=[O:21].